From a dataset of Reaction yield outcomes from USPTO patents with 853,638 reactions. Predict the reaction yield, written as a fraction of the theoretical maximum amount of product (1.0 means a 100% yield; for example, 0.34 means a 34% yield). (1) The reactants are [Cl:1][C:2]1[CH:7]=[C:6]2[NH:8][C:9](=[O:31])[C:10]3([CH:15]([C:16]4[CH:21]=[CH:20][CH:19]=[C:18]([Cl:22])[CH:17]=4)[CH2:14][C:13](=[O:23])[N:12]([CH2:24][C:25](F)=[O:26])[CH:11]3[C:28]([CH3:30])=[CH2:29])[C:5]2=[CH:4][CH:3]=1.[NH2:32][CH2:33][CH2:34][OH:35].CN1CCOCC1. The catalyst is CN(C)C1C=CN=CC=1.O1CCCC1. The product is [Cl:1][C:2]1[CH:7]=[C:6]2[NH:8][C:9](=[O:31])[C:10]3([CH:15]([C:16]4[CH:21]=[CH:20][CH:19]=[C:18]([Cl:22])[CH:17]=4)[CH2:14][C:13](=[O:23])[N:12]([CH2:24][C:25]([NH:32][CH2:33][CH2:34][OH:35])=[O:26])[CH:11]3[C:28]([CH3:30])=[CH2:29])[C:5]2=[CH:4][CH:3]=1. The yield is 0.368. (2) The yield is 0.450. The reactants are C(OC(=O)[NH:7][C:8](=[NH:64])[C:9]1[S:10][C:11]([S:62][CH3:63])=[C:12]([S:14]([C:17]2[CH:18]=[C:19]([C:23]3[C:28]([CH3:29])=[CH:27][CH:26]=[CH:25][C:24]=3[NH:30][C:31]([NH:33][CH2:34][CH2:35][CH2:36][CH2:37][C:38]3[N:39]=[N:40][N:41](C(C4C=CC=CC=4)(C4C=CC=CC=4)C4C=CC=CC=4)[N:42]=3)=[O:32])[CH:20]=[CH:21][CH:22]=2)(=[O:16])=[O:15])[CH:13]=1)(C)(C)C.[C:66]([OH:72])([C:68]([F:71])([F:70])[F:69])=[O:67].C(Cl)Cl. The product is [F:69][C:68]([F:71])([F:70])[C:66]([OH:72])=[O:67].[CH3:63][S:62][C:11]1[S:10][C:9]([C:8]([NH2:64])=[NH:7])=[CH:13][C:12]=1[S:14]([C:17]1[CH:18]=[C:19]([C:23]2[C:28]([CH3:29])=[CH:27][CH:26]=[CH:25][C:24]=2[NH:30][C:31]([NH:33][CH2:34][CH2:35][CH2:36][CH2:37][C:38]2[N:39]=[N:40][NH:41][N:42]=2)=[O:32])[CH:20]=[CH:21][CH:22]=1)(=[O:16])=[O:15]. No catalyst specified. (3) The reactants are Cl[C:2]1[CH:3]=[C:4]([O:8][CH3:9])[CH:5]=[CH:6][CH:7]=1.[C:10]1(B(O)O)[CH:15]=[CH:14][CH:13]=[CH:12][CH:11]=1.[F-].[Cs+]. The catalyst is COCCOC. The product is [C:10]1([C:2]2[CH:3]=[C:4]([O:8][CH3:9])[CH:5]=[CH:6][CH:7]=2)[CH:15]=[CH:14][CH:13]=[CH:12][CH:11]=1. The yield is 0.940. (4) The product is [NH2:57][CH2:56][CH:54]1[CH2:55][N:52]([C:43](=[NH:44])[NH:42][CH2:41][C:39]2[CH:38]=[N:37][N:36]([CH2:35][C@@H:27]3[C@H:26]([NH:25][C:23](=[O:24])/[C:22](=[N:21]\[O:20][C:17]4([C:15]([OH:16])=[O:14])[CH2:19][CH2:18]4)/[C:72]4[N:73]=[C:74]([NH2:77])[S:75][CH:76]=4)[C:29](=[O:30])[N:28]3[S:31]([OH:34])(=[O:33])=[O:32])[N:40]=2)[CH2:53]1. The reactants are C([O:14][C:15]([C:17]1([O:20]/[N:21]=[C:22](/[C:72]2[N:73]=[C:74]([NH:77]C(OC(C)(C)C)=O)[S:75][CH:76]=2)\[C:23]([NH:25][C@@H:26]2[C:29](=[O:30])[N:28]([S:31]([OH:34])(=[O:33])=[O:32])[C@@H:27]2[CH2:35][N:36]2[N:40]=[C:39]([CH2:41][N:42](C(OC(C)(C)C)=O)[C:43]([N:52]3[CH2:55][CH:54]([CH2:56][NH:57]C(OC(C)(C)C)=O)[CH2:53]3)=[N:44]C(OC(C)(C)C)=O)[CH:38]=[N:37]2)=[O:24])[CH2:19][CH2:18]1)=[O:16])(C1C=CC=CC=1)C1C=CC=CC=1.C(O)(C(F)(F)F)=O. The yield is 0.270. The catalyst is C(Cl)Cl. (5) The reactants are [Cl:1][C:2]1[CH:7]=[C:6]([Cl:8])[CH:5]=[CH:4][C:3]=1[C:9]1[N:10]=[C:11](/[CH:16]=[CH:17]/[C:18]2[CH:23]=[CH:22][C:21]([C:24]3[CH:29]=[CH:28][C:27]([OH:30])=[CH:26][CH:25]=3)=[CH:20][CH:19]=2)[N:12]([CH2:14][CH3:15])[CH:13]=1.Br[CH2:32][CH2:33][CH2:34][CH2:35][C:36]([O:38]C)=[O:37]. No catalyst specified. The product is [Cl:1][C:2]1[CH:7]=[C:6]([Cl:8])[CH:5]=[CH:4][C:3]=1[C:9]1[N:10]=[C:11](/[CH:16]=[CH:17]/[C:18]2[CH:23]=[CH:22][C:21]([C:24]3[CH:25]=[CH:26][C:27]([O:30][CH2:32][CH2:33][CH2:34][CH2:35][C:36]([OH:38])=[O:37])=[CH:28][CH:29]=3)=[CH:20][CH:19]=2)[N:12]([CH2:14][CH3:15])[CH:13]=1. The yield is 0.0400. (6) The reactants are [CH2:1]([C@@:4]1([C:23]2[CH:28]=[CH:27][CH:26]=[CH:25][CH:24]=2)[O:9][C:8](=[O:10])[N:7]([C@H:11]([C:13]2[CH:18]=[CH:17][C:16]([O:19][CH:20]([F:22])[F:21])=[CH:15][CH:14]=2)[CH3:12])[CH2:6][CH2:5]1)[CH:2]=[CH2:3].CN(C=[O:33])C. The catalyst is Cl[Cu].Cl[Pd]Cl. The product is [F:21][CH:20]([F:22])[O:19][C:16]1[CH:17]=[CH:18][C:13]([C@@H:11]([N:7]2[CH2:6][CH2:5][C@:4]([CH2:1][C:2](=[O:33])[CH3:3])([C:23]3[CH:28]=[CH:27][CH:26]=[CH:25][CH:24]=3)[O:9][C:8]2=[O:10])[CH3:12])=[CH:14][CH:15]=1. The yield is 0.500. (7) The reactants are [O-]CC.[K+].CO[CH2:20][CH2:21][O:22][CH2:23][CH2:24]N([CH2:20][CH2:21][O:22][CH2:23][CH2:24]OC)[CH2:20][CH2:21][O:22][CH2:23][CH2:24]OC.[CH2:27]([CH:29]([C:32]1[C:33]2[N:34]([C:39]([C:43]3[S:47][C:46]4[CH:48]=[CH:49]C(F)=C[C:45]=4[C:44]=3[CH3:53])=[C:40]([CH3:42])[N:41]=2)[N:35]=[C:36]([CH3:38])[CH:37]=1)[CH2:30][CH3:31])[CH3:28].C(#N)C. The catalyst is ClCCl.O. The product is [CH2:27]([CH:29]([C:32]1[C:33]2[N:34]([C:39]([C:43]3[S:47][C:46]4[CH:48]=[CH:49][C:23]([O:22][CH2:21][CH3:20])=[CH:24][C:45]=4[C:44]=3[CH3:53])=[C:40]([CH3:42])[N:41]=2)[N:35]=[C:36]([CH3:38])[CH:37]=1)[CH2:30][CH3:31])[CH3:28]. The yield is 0.0600. (8) The reactants are [C:1]([N:4]1[C:13]2[C:8](=[CH:9][C:10](Br)=[CH:11][CH:12]=2)[C@H:7]([NH:15][C:16](=[O:21])[O:17][CH:18]([CH3:20])[CH3:19])[CH2:6][C@@H:5]1[CH3:22])(=[O:3])[CH3:2].[CH3:23][C:24]([OH:41])([CH3:40])[CH2:25][N:26]1[CH:30]=[C:29](B2OC(C)(C)C(C)(C)O2)[CH:28]=[N:27]1.C([O-])([O-])=O.[K+].[K+].C(=O)=O. The catalyst is O1CCOCC1.C1C=CC([P]([Pd]([P](C2C=CC=CC=2)(C2C=CC=CC=2)C2C=CC=CC=2)([P](C2C=CC=CC=2)(C2C=CC=CC=2)C2C=CC=CC=2)[P](C2C=CC=CC=2)(C2C=CC=CC=2)C2C=CC=CC=2)(C2C=CC=CC=2)C2C=CC=CC=2)=CC=1.C1(C)C=CC=CC=1.CCO. The product is [C:1]([N:4]1[C:13]2[C:8](=[CH:9][C:10]([C:29]3[CH:28]=[N:27][N:26]([CH2:25][C:24]([OH:41])([CH3:40])[CH3:23])[CH:30]=3)=[CH:11][CH:12]=2)[C@H:7]([NH:15][C:16](=[O:21])[O:17][CH:18]([CH3:20])[CH3:19])[CH2:6][C@@H:5]1[CH3:22])(=[O:3])[CH3:2]. The yield is 0.320.